From a dataset of Full USPTO retrosynthesis dataset with 1.9M reactions from patents (1976-2016). Predict the reactants needed to synthesize the given product. Given the product [C:1]([N:9]1[CH2:14][CH2:13][CH:12]([NH:15][C:16]2[N:21]=[CH:20][C:19](/[CH:22]=[CH:23]/[C:24]([NH:34][O:33][CH:28]3[CH2:29][CH2:30][CH2:31][CH2:32][O:27]3)=[O:26])=[CH:18][CH:17]=2)[CH2:11][CH2:10]1)(=[O:8])[C:2]1[CH:3]=[CH:4][CH:5]=[CH:6][CH:7]=1, predict the reactants needed to synthesize it. The reactants are: [C:1]([N:9]1[CH2:14][CH2:13][CH:12]([NH:15][C:16]2[N:21]=[CH:20][C:19](/[CH:22]=[CH:23]/[C:24]([OH:26])=O)=[CH:18][CH:17]=2)[CH2:11][CH2:10]1)(=[O:8])[C:2]1[CH:7]=[CH:6][CH:5]=[CH:4][CH:3]=1.[O:27]1[CH2:32][CH2:31][CH2:30][CH2:29][CH:28]1[O:33][NH2:34].CCN=C=NCCCN(C)C.Cl.C1C=CC2N(O)N=NC=2C=1.